This data is from Serine/threonine kinase 33 screen with 319,792 compounds. The task is: Binary Classification. Given a drug SMILES string, predict its activity (active/inactive) in a high-throughput screening assay against a specified biological target. (1) The compound is S(c1n(\c([nH]n1)=C1/C=C(OC)C(=O)C(OC)=C1)C)CC(=O)Nc1noc(c1)C. The result is 0 (inactive). (2) The drug is S=C(N1CCC(CC1)Cc1ccccc1)c1cc(OC)c(OCC(=O)N)cc1. The result is 0 (inactive). (3) The compound is S(=O)(=O)(Cc1oc(cc1)C(OC)=O)c1c(cccc1)C. The result is 0 (inactive). (4) The compound is O=C(NC1CCCc2c1cccc2)Nc1cc(OC)c(OC)cc1. The result is 0 (inactive). (5) The compound is O=C1CCCc2nc(ncc12)Nc1nc2c(c(n1)C)ccc(c2)C. The result is 0 (inactive).